This data is from Full USPTO retrosynthesis dataset with 1.9M reactions from patents (1976-2016). The task is: Predict the reactants needed to synthesize the given product. The reactants are: [CH3:1][O:2][C:3](=[O:11])[C:4]1[CH:9]=[CH:8][C:7](I)=[CH:6][CH:5]=1.C(=O)([O-])[O-].[Na+].[Na+].[CH3:18][S:19][C:20]1[CH:25]=[CH:24][CH:23]=[CH:22][C:21]=1B(O)O. Given the product [CH3:1][O:2][C:3]([C:4]1[CH:9]=[CH:8][C:7]([C:21]2[CH:22]=[CH:23][CH:24]=[CH:25][C:20]=2[S:19][CH3:18])=[CH:6][CH:5]=1)=[O:11], predict the reactants needed to synthesize it.